This data is from NCI-60 drug combinations with 297,098 pairs across 59 cell lines. The task is: Regression. Given two drug SMILES strings and cell line genomic features, predict the synergy score measuring deviation from expected non-interaction effect. (1) Drug 1: CC1C(C(=O)NC(C(=O)N2CCCC2C(=O)N(CC(=O)N(C(C(=O)O1)C(C)C)C)C)C(C)C)NC(=O)C3=C4C(=C(C=C3)C)OC5=C(C(=O)C(=C(C5=N4)C(=O)NC6C(OC(=O)C(N(C(=O)CN(C(=O)C7CCCN7C(=O)C(NC6=O)C(C)C)C)C)C(C)C)C)N)C. Synergy scores: CSS=-2.74, Synergy_ZIP=1.48, Synergy_Bliss=1.61, Synergy_Loewe=-9.12, Synergy_HSA=-5.18. Cell line: HOP-92. Drug 2: C1=NNC2=C1C(=O)NC=N2. (2) Drug 1: C1CCC(C1)C(CC#N)N2C=C(C=N2)C3=C4C=CNC4=NC=N3. Drug 2: CCN(CC)CCCC(C)NC1=C2C=C(C=CC2=NC3=C1C=CC(=C3)Cl)OC. Cell line: BT-549. Synergy scores: CSS=27.9, Synergy_ZIP=1.84, Synergy_Bliss=4.52, Synergy_Loewe=-2.28, Synergy_HSA=1.65.